Dataset: TCR-epitope binding with 47,182 pairs between 192 epitopes and 23,139 TCRs. Task: Binary Classification. Given a T-cell receptor sequence (or CDR3 region) and an epitope sequence, predict whether binding occurs between them. (1) The epitope is RAKFKQLL. The TCR CDR3 sequence is CASSEGGSGANVLTF. Result: 1 (the TCR binds to the epitope). (2) The epitope is QYDPVAALF. The TCR CDR3 sequence is CAISEATSGVYNEQFF. Result: 0 (the TCR does not bind to the epitope). (3) The epitope is RLYYDSMSY. The TCR CDR3 sequence is CSARDTSGRAMDEQFF. Result: 0 (the TCR does not bind to the epitope). (4) The epitope is GILGFVFTL. The TCR CDR3 sequence is CASSPSGVDQYF. Result: 1 (the TCR binds to the epitope). (5) The epitope is KLPDDFTGCV. The TCR CDR3 sequence is CASSRDAVYTGELFF. Result: 1 (the TCR binds to the epitope). (6) The epitope is RLQSLQTYV. The TCR CDR3 sequence is CASGPTPYNEQFF. Result: 0 (the TCR does not bind to the epitope). (7) The epitope is VTEHDTLLY. The TCR CDR3 sequence is CASSQELGGLTYEQYF. Result: 0 (the TCR does not bind to the epitope).